The task is: Predict the reactants needed to synthesize the given product.. This data is from Full USPTO retrosynthesis dataset with 1.9M reactions from patents (1976-2016). (1) Given the product [F:24][C:2]([F:1])([F:23])[O:3][C:4]1[CH:5]=[CH:6][C:7]([N:10]2[CH:14]=[N:13][C:12]([C:15]3[CH:22]=[CH:21][C:18]([CH:19]([OH:20])[CH3:25])=[CH:17][CH:16]=3)=[N:11]2)=[CH:8][CH:9]=1, predict the reactants needed to synthesize it. The reactants are: [F:1][C:2]([F:24])([F:23])[O:3][C:4]1[CH:9]=[CH:8][C:7]([N:10]2[CH:14]=[N:13][C:12]([C:15]3[CH:22]=[CH:21][C:18]([CH:19]=[O:20])=[CH:17][CH:16]=3)=[N:11]2)=[CH:6][CH:5]=1.[CH3:25][Mg]Br.Cl. (2) Given the product [NH2:1][C:4]1[CH:13]=[C:12]2[C:7]([CH2:8][CH:9]([CH3:14])[CH2:10][NH:11]2)=[CH:6][CH:5]=1, predict the reactants needed to synthesize it. The reactants are: [N+:1]([C:4]1[CH:13]=[C:12]2[C:7]([CH2:8][CH:9]([CH3:14])[CH2:10][NH:11]2)=[CH:6][CH:5]=1)([O-])=O.